From a dataset of Experimentally validated miRNA-target interactions with 360,000+ pairs, plus equal number of negative samples. Binary Classification. Given a miRNA mature sequence and a target amino acid sequence, predict their likelihood of interaction. The miRNA is mmu-miR-26a-1-3p with sequence CCUAUUCUUGGUUACUUGCACG. The protein sequence of the target gene is MPGRAEAGEAEEEAGAGSGSEAEEDALWERIEGVRHRLARALNPAKLTPYLRQCRVIDEQDEEEVLSTYRFPCRVNRTGRLMDILRCRGKRGYEAFLEALEFYYPEHFTLLTGQEPAQRCSMILDEEGPEGLTQFLMTEVRRLREARKSQLQREQQLQARGRVLEEERAGLEQRLRDQQQAQERCQRLREDWEAGSLELLRLKDENYMIAMRLAQLSEEKNSAVLRSRDLQLAVDQLKLKVSRLEEECALLRRARGPPPGAEEKEKEKEKEKEPDNVDLVSELRAENQRLTASLRELQEG.... Result: 0 (no interaction).